The task is: Predict the product of the given reaction.. This data is from Forward reaction prediction with 1.9M reactions from USPTO patents (1976-2016). The product is: [F:17][C:2]([F:1])([F:16])[C:3]1[CH:8]=[CH:7][N:6]=[C:5]([CH2:9][CH:10]2[CH2:14][CH2:13][CH2:12][C:11]2=[O:15])[CH:4]=1. Given the reactants [F:1][C:2]([F:17])([F:16])[C:3]1[CH:8]=[CH:7][N:6]=[C:5]([CH:9]=[C:10]2[CH2:14][CH2:13][CH2:12][C:11]2=[O:15])[CH:4]=1.[H][H], predict the reaction product.